Task: Predict the reactants needed to synthesize the given product.. Dataset: Full USPTO retrosynthesis dataset with 1.9M reactions from patents (1976-2016) (1) Given the product [F:1][CH:2]([F:23])[O:3][C:4]1[CH:9]=[CH:8][C:7]([C:10]2[CH:18]=[CH:17][CH:16]=[C:15]3[C:11]=2[CH2:12][CH2:13][C:14]3=[O:19])=[C:6]([O:20][CH2:31][C:32]2([CH2:36][OH:37])[CH2:35][O:34][CH2:33]2)[C:5]=1[O:21][CH3:22], predict the reactants needed to synthesize it. The reactants are: [F:1][CH:2]([F:23])[O:3][C:4]1[CH:9]=[CH:8][C:7]([C:10]2[CH:18]=[CH:17][CH:16]=[C:15]3[C:11]=2[CH2:12][CH2:13][C:14]3=[O:19])=[C:6]([OH:20])[C:5]=1[O:21][CH3:22].C(=O)([O-])[O-].[K+].[K+].Br[CH2:31][C:32]1([CH2:36][OH:37])[CH2:35][O:34][CH2:33]1. (2) Given the product [NH2:1][C:2]1[C:10]([SH:11])=[CH:9][C:5]([C:6]([O:8][CH3:30])=[O:7])=[C:4]([NH:21][C:22]2[CH:27]=[CH:26][CH:25]=[CH:24][C:23]=2[F:28])[C:3]=1[F:29], predict the reactants needed to synthesize it. The reactants are: [NH2:1][C:2]1[C:10]([S:11]CC2C=CC(OC)=CC=2)=[CH:9][C:5]([C:6]([O-:8])=[O:7])=[C:4]([NH:21][C:22]2[CH:27]=[CH:26][CH:25]=[CH:24][C:23]=2[F:28])[C:3]=1[F:29].[C:30](O)(C(F)(F)F)=O.C(O)=O.C(C(O)=O)CCCC. (3) Given the product [C:24]([O:28][C:29](=[O:30])[NH:31][CH:32]([C:33](=[O:34])[N:11]([C:5]1[CH:6]=[CH:7][C:8]([O:9][CH3:10])=[C:3]([O:2][CH3:1])[CH:4]=1)[CH2:12][CH2:13][C:14]1[CH:19]=[CH:18][C:17]([C:20]([F:22])([F:21])[F:23])=[CH:16][CH:15]=1)[C:36]1[CH:41]=[CH:40][CH:39]=[CH:38][C:37]=1[O:42][CH3:43])([CH3:27])([CH3:25])[CH3:26], predict the reactants needed to synthesize it. The reactants are: [CH3:1][O:2][C:3]1[CH:4]=[C:5]([NH:11][CH2:12][CH2:13][C:14]2[CH:19]=[CH:18][C:17]([C:20]([F:23])([F:22])[F:21])=[CH:16][CH:15]=2)[CH:6]=[CH:7][C:8]=1[O:9][CH3:10].[C:24]([O:28][C:29]([NH:31][CH:32]([C:36]1[CH:41]=[CH:40][CH:39]=[CH:38][C:37]=1[O:42][CH3:43])[C:33](O)=[O:34])=[O:30])([CH3:27])([CH3:26])[CH3:25]. (4) Given the product [Cl:1][C:2]1[CH:9]=[CH:8][C:5]([CH:6]([C:37]2[C:36]3[C:40](=[C:32]([CH2:31][S:30][CH3:29])[CH:33]=[CH:34][CH:35]=3)[NH:39][CH:38]=2)[CH:16]2[C:17](=[O:18])[O:19][C:12]([CH3:20])([CH3:11])[O:13][C:14]2=[O:15])=[CH:4][C:3]=1[F:10], predict the reactants needed to synthesize it. The reactants are: [Cl:1][C:2]1[CH:9]=[CH:8][C:5]([CH:6]=O)=[CH:4][C:3]=1[F:10].[CH3:11][C:12]1([CH3:20])[O:19][C:17](=[O:18])[CH2:16][C:14](=[O:15])[O:13]1.N1CCCC1C(O)=O.[CH3:29][S:30][CH2:31][C:32]1[CH:33]=[CH:34][CH:35]=[C:36]2[C:40]=1[NH:39][CH:38]=[CH:37]2. (5) Given the product [NH2:23][C:3]1[C:2]([Cl:1])=[CH:7][C:6]([OH:8])=[C:5]([S:9]([N:12]2[C:18]3[CH:19]=[CH:20][CH:21]=[CH:22][C:17]=3[CH2:16][CH2:15][CH2:14][CH2:13]2)(=[O:11])=[O:10])[CH:4]=1, predict the reactants needed to synthesize it. The reactants are: [Cl:1][C:2]1[C:3]([N:23]2C(=O)C3C(=CC=CC=3)C2=O)=[CH:4][C:5]([S:9]([N:12]2[C:18]3[CH:19]=[CH:20][CH:21]=[CH:22][C:17]=3[CH2:16][CH2:15][CH2:14][CH2:13]2)(=[O:11])=[O:10])=[C:6]([OH:8])[CH:7]=1.O.NN. (6) Given the product [N:8]1([C:9]2[S:10][C:11]3[C:19](=[O:20])[CH2:18][CH2:17][CH2:16][C:12]=3[C:13]=2[C:14]#[N:15])[CH2:7][CH2:4][O:3][CH2:22][CH2:21]1, predict the reactants needed to synthesize it. The reactants are: N([O:3][C:4]([CH3:7])(C)C)=O.[NH2:8][C:9]1[S:10][C:11]2[C:19](=[O:20])[CH2:18][CH2:17][CH2:16][C:12]=2[C:13]=1[C:14]#[N:15].[C:21](#N)[CH3:22].